Dataset: Full USPTO retrosynthesis dataset with 1.9M reactions from patents (1976-2016). Task: Predict the reactants needed to synthesize the given product. (1) Given the product [F:25][C:21]1[CH:20]=[C:19]([CH:24]=[CH:23][CH:22]=1)[CH2:18][N:1]1[CH:5]=[C:4]([C:6]([O:8][CH2:9][CH3:10])=[O:7])[N:3]=[CH:2]1, predict the reactants needed to synthesize it. The reactants are: [NH:1]1[CH:5]=[C:4]([C:6]([O:8][CH2:9][CH3:10])=[O:7])[N:3]=[CH:2]1.C([O-])([O-])=O.[Cs+].[Cs+].Br[CH2:18][C:19]1[CH:24]=[CH:23][CH:22]=[C:21]([F:25])[CH:20]=1.CCOC(C)=O. (2) The reactants are: Cl[C:2]1[C:7](Cl)=[N:6][C:5]2=[N:9][O:10][N:11]=[C:4]2[N:3]=1.[Cl:12][C:13]1[CH:14]=[C:15]([CH:17]=[CH:18][C:19]=1[Cl:20])[NH2:16].[C:21]([O:25][C:26]([CH3:29])([CH3:28])[CH3:27])(=[O:24])[NH:22][NH2:23]. Given the product [C:26]([O:25][C:21]([NH:22][NH:23][C:2]1[C:7]([NH:16][C:15]2[CH:17]=[CH:18][C:19]([Cl:20])=[C:13]([Cl:12])[CH:14]=2)=[N:6][C:5]2=[N:9][O:10][N:11]=[C:4]2[N:3]=1)=[O:24])([CH3:29])([CH3:28])[CH3:27], predict the reactants needed to synthesize it. (3) The reactants are: [CH2:1]([CH:3]([C:6]1[C:10]([CH2:11][CH2:12][CH2:13][O:14]COC)=[CH:9][NH:8][N:7]=1)[CH2:4][CH3:5])[CH3:2].CS[C:20]1[N:25]=[CH:24][C:23]([C:26]([F:29])([F:28])[F:27])=[CH:22][N:21]=1.[H-].[Na+].[H][H]. Given the product [CH2:1]([CH:3]([C:6]1[C:10]([CH2:11][CH2:12][CH2:13][OH:14])=[CH:9][N:8]([C:20]2[N:25]=[CH:24][C:23]([C:26]([F:29])([F:28])[F:27])=[CH:22][N:21]=2)[N:7]=1)[CH2:4][CH3:5])[CH3:2], predict the reactants needed to synthesize it.